This data is from Reaction yield outcomes from USPTO patents with 853,638 reactions. The task is: Predict the reaction yield, written as a fraction of the theoretical maximum amount of product (1.0 means a 100% yield; for example, 0.34 means a 34% yield). The reactants are [CH3:1][C:2]1[NH:6][C:5]2[CH:7]=[CH:8][CH:9]=[CH:10][C:4]=2[N:3]=1.[Cl:11][C:12]1[CH:20]=[CH:19][CH:18]=[CH:17][C:13]=1[C:14](Cl)=[O:15].O.N1CCOCC1. The catalyst is COCCOCCOC.CO. The product is [Cl:11][C:12]1[CH:20]=[CH:19][CH:18]=[CH:17][C:13]=1[C:14](=[O:15])[CH:1]=[C:2]1[NH:6][C:5]2[CH:7]=[CH:8][CH:9]=[CH:10][C:4]=2[NH:3]1. The yield is 0.750.